This data is from Experimentally validated miRNA-target interactions with 360,000+ pairs, plus equal number of negative samples. The task is: Binary Classification. Given a miRNA mature sequence and a target amino acid sequence, predict their likelihood of interaction. (1) The miRNA is hsa-miR-3942-5p with sequence AAGCAAUACUGUUACCUGAAAU. The protein sequence of the target gene is MSMRPVPGSLSSLLHLHNRQRQPMPASMPGTLPNPTMPGSSAVLMPMERQMSVNSSIMGMQGPNLSNPCASPQVQPMHSEAKMRLKAALTHHPAAMSNGNMSTIGHMMEMMGSRQDQTPHHHLHSHPHQHQTLPPHHPYPHQHQHPAHHPHPQPHHQQNHPHHHSHSHLHAHPAHHQTSPHPPLHTGNQAQVSPATQQMQPTQTIQPPQPTGGRRRRVVDEDPDERRRKFLERNRAAATRCRQKRKVWVMSLEKKAEELTQTNMQLQNEVSMLKNEVAQLKQLLLTHKDCPITAMQKESQ.... Result: 0 (no interaction). (2) The miRNA is mmu-miR-204-5p with sequence UUCCCUUUGUCAUCCUAUGCCU. The protein sequence of the target gene is MGRLHCTQDPVPEAVRGDMQQLNQLGAQQFSDLTEVLFHFLTEPKEVERFLAQLSEFATSNQISLGPLKSIMKSLLLVPNGALKKGLTAEQVRTDLQTLGLSEEKATYFSEKWKQNASTLAQWAMGQTLMVNQLIDMEWRFGVTSGSSELEKVGSIFLQLKLVVKKGKQTENLYMELTLPQFYSFLHEMERVRASMECLS. Result: 0 (no interaction). (3) Result: 0 (no interaction). The miRNA is hsa-miR-6072 with sequence UCCUCAUCACACUGCACCUUAG. The protein sequence of the target gene is MEVPEPTCPAPPARDQPAPTPGPPGAPGGQASPHLTLGPVLLPPEQGLAPPTVFLKALPIPLYHTVPPGGLQPRAPLVTGSLDGGNVPFILSPVLQPEGPGPTQVGKPAAPTLTVNIVGTLPVLSPGLGPTLGSPGKVRNAGKYLCPHCGRDCLKPSVLEKHIRSHTGERPFPCATCGIAFKTQSNLYKHRRTQTHLNNSRLSSESEGAGGGLLEEGDKAGEPPRPEGRGESRCQGMHEGASERPLSPGAHVPLLAKNLDVRTEAAPCPGSAFADREAPWDSAPMASPGLPAASTQPWRK.... (4) Result: 0 (no interaction). The protein sequence of the target gene is MATSILGEEPRFGTTPLAMLAATCNKIGNTSPLTTLPESSAFAKGGFHPWKRSSSSCNLGSSLSGFAVATGGRGSGSLAGGSGAANSAFCLASTSPTSSAFSSDYGGLFSNSAAAAAAAAGVSPQEAGGQSAFISKVHTTAADGLYPRVGMAHPYESWYKSGFHSTLAAGEVTNGAASSWWDVHSSPGSWLEVQNPAGGLQSSLHSGAPQASLHSQLGTYNPDFSSLTHSAFSSTGLGSSAAAASHLLSTSQHLLAQDGFKPVLPSYSDSSAAVAAAAASAMISGAAAAAAGGSSARSAR.... The miRNA is mmu-miR-6998-3p with sequence AGAGCUGCUCUGUGCCCACACA. (5) The miRNA is hsa-miR-4714-3p with sequence CCAACCUAGGUGGUCAGAGUUG. The protein sequence of the target gene is MFRRARLSVKPNVRPGVGARGSTASNPQRGRESPRPPDPATDSASKPAEPTDVPTVDFGGAEPQEKAPRSSTEKTGGDNDVEESSRSSSTVSQRRKRISSTSSLVKSSVSVPSESHPLSTINQEAPQPTATSTKEKQPCSDRYRIYKAQKLREMLKEELRKEKKQWKNKYAINESQRPPDRSKMTMRDFIYYLPDNNPMTSSLEQEKKTEKPSTPVQTREQEGKSTPNAEDNEMEEETDDGPLLVPRVKVAEDGSIILDEESLTVEVLRTKGPCVVEENDPIFERGSTTTYSSFRKNYYS.... Result: 1 (interaction).